Dataset: Reaction yield outcomes from USPTO patents with 853,638 reactions. Task: Predict the reaction yield, written as a fraction of the theoretical maximum amount of product (1.0 means a 100% yield; for example, 0.34 means a 34% yield). The reactants are [H-].[Na+].[CH3:3][CH:4]([CH3:19])[CH2:5][CH2:6][N:7]1[C:12]2[CH:13]=[CH:14][CH:15]=[CH:16][C:11]=2[C:10](=[O:17])O[C:8]1=[O:18].[Br:20][C:21]1[CH:37]=[CH:36][C:24]2[N:25]=[C:26]([CH2:31]C(OC)=O)[NH:27][S:28](=[O:30])(=[O:29])[C:23]=2[CH:22]=1.C(O)(=O)C. The catalyst is O1CCCC1.O. The product is [Br:20][C:21]1[CH:37]=[CH:36][C:24]2[N:25]=[C:26]([C:31]3[C:8](=[O:18])[N:7]([CH2:6][CH2:5][CH:4]([CH3:3])[CH3:19])[C:12]4[C:11]([C:10]=3[OH:17])=[CH:16][CH:15]=[CH:14][CH:13]=4)[NH:27][S:28](=[O:30])(=[O:29])[C:23]=2[CH:22]=1. The yield is 0.570.